From a dataset of Full USPTO retrosynthesis dataset with 1.9M reactions from patents (1976-2016). Predict the reactants needed to synthesize the given product. Given the product [Br:1][C:2]1[CH:3]=[C:4]([CH:24]=[CH:25][C:26]=1[Cl:27])[C:5]([N:7]([CH3:23])[C:8]1[CH:13]=[CH:12][CH:11]=[CH:10][C:9]=1[O:14][CH2:15][CH2:16][CH2:17][C:18]1[N:22]([CH2:33][O:32][CH2:31][CH2:30][Si:29]([CH3:36])([CH3:35])[CH3:28])[N:21]=[N:20][N:19]=1)=[O:6].[Br:1][C:2]1[CH:3]=[C:4]([CH:24]=[CH:25][C:26]=1[Cl:27])[C:5]([N:7]([CH3:23])[C:8]1[CH:13]=[CH:12][CH:11]=[CH:10][C:9]=1[O:14][CH2:15][CH2:16][CH2:17][C:18]1[NH:22][N:21]([CH2:33][O:32][CH2:31][CH2:30][Si:29]([CH3:36])([CH3:35])[CH3:28])[NH:20][N:19]=1)=[O:6], predict the reactants needed to synthesize it. The reactants are: [Br:1][C:2]1[CH:3]=[C:4]([CH:24]=[CH:25][C:26]=1[Cl:27])[C:5]([N:7]([CH3:23])[C:8]1[CH:13]=[CH:12][CH:11]=[CH:10][C:9]=1[O:14][CH2:15][CH2:16][CH2:17][C:18]1[NH:22][N:21]=[N:20][N:19]=1)=[O:6].[CH3:28][Si:29]([CH3:36])([CH3:35])[CH2:30][CH2:31][O:32][CH2:33]Cl.C([O-])([O-])=O.[K+].[K+].